Dataset: Forward reaction prediction with 1.9M reactions from USPTO patents (1976-2016). Task: Predict the product of the given reaction. (1) Given the reactants Br[C:2]1[C:3]([CH3:10])=[C:4]([CH3:9])[C:5]([NH2:8])=[N:6][CH:7]=1.[C:11]([Cu])#[N:12].C(N)CN, predict the reaction product. The product is: [NH2:8][C:5]1[C:4]([CH3:9])=[C:3]([CH3:10])[C:2]([C:11]#[N:12])=[CH:7][N:6]=1. (2) Given the reactants [C:1]([O:5][C:6]([N:8]1[C@@H:12]([C:13]#[CH:14])[CH2:11][O:10][C:9]1([CH3:16])[CH3:15])=[O:7])([CH3:4])([CH3:3])[CH3:2].C([Li])CCC.[Cl:22][C:23]1[CH:30]=[CH:29][C:26]([CH:27]=[O:28])=[CH:25][CH:24]=1, predict the reaction product. The product is: [C:1]([O:5][C:6]([N:8]1[C@@H:12]([C:13]#[C:14][CH:27]([C:26]2[CH:29]=[CH:30][C:23]([Cl:22])=[CH:24][CH:25]=2)[OH:28])[CH2:11][O:10][C:9]1([CH3:16])[CH3:15])=[O:7])([CH3:4])([CH3:3])[CH3:2]. (3) Given the reactants [Al+3].[Cl-].[Cl-].[Cl-].[C:5](Cl)(=[O:17])[CH2:6][CH2:7][CH2:8][CH2:9][CH2:10][CH2:11][CH2:12][CH2:13][CH2:14][CH2:15][CH3:16].[Cl:19][C:20]1[CH:25]=[CH:24][CH:23]=[CH:22][C:21]=1[Cl:26], predict the reaction product. The product is: [Cl:19][C:20]1[CH:25]=[CH:24][C:23]([C:5](=[O:17])[CH2:6][CH2:7][CH2:8][CH2:9][CH2:10][CH2:11][CH2:12][CH2:13][CH2:14][CH2:15][CH3:16])=[CH:22][C:21]=1[Cl:26]. (4) Given the reactants C1(P(C2C=CC=CC=2)C2C=CC=CC=2)C=CC=CC=1.O.[N:21]([CH2:24][CH2:25][CH2:26][S:27]([O:30][CH2:31][C:32]([CH3:45])([CH3:44])[C@@H:33]([O:36][CH2:37][C:38]1[CH:43]=[CH:42][CH:41]=[CH:40][CH:39]=1)[CH:34]=[CH2:35])(=[O:29])=[O:28])=[N+]=[N-].C1(P(C2C=CC=CC=2)C2C=CC=CC=2)C=CC=CC=1.O, predict the reaction product. The product is: [NH2:21][CH2:24][CH2:25][CH2:26][S:27]([O:30][CH2:31][C:32]([CH3:45])([CH3:44])[C@@H:33]([O:36][CH2:37][C:38]1[CH:39]=[CH:40][CH:41]=[CH:42][CH:43]=1)[CH:34]=[CH2:35])(=[O:28])=[O:29].